Dataset: Catalyst prediction with 721,799 reactions and 888 catalyst types from USPTO. Task: Predict which catalyst facilitates the given reaction. (1) Reactant: C(Cl)Cl.[NH2:4][C:5]1[CH:10]=[CH:9][CH:8]=[CH:7][N:6]=1.C(N(CC)CC)C.[C:18](Cl)(=[O:23])[C:19]([CH3:22])([CH3:21])[CH3:20]. Product: [CH3:20][C:19]([CH3:22])([CH3:21])[C:18]([NH:4][C:5]1[CH:10]=[CH:9][CH:8]=[CH:7][N:6]=1)=[O:23]. The catalyst class is: 6. (2) Reactant: [CH3:1][O:2][C:3](=[O:18])[CH2:4][CH2:5][C:6]#[C:7][C:8]1[CH:13]=[CH:12][CH:11]=[C:10]([N+:14]([O-:16])=[O:15])[C:9]=1[F:17]. Product: [CH3:1][O:2][C:3](=[O:18])[CH2:4][CH2:5][CH2:6][CH2:7][C:8]1[CH:13]=[CH:12][CH:11]=[C:10]([N+:14]([O-:16])=[O:15])[C:9]=1[F:17]. The catalyst class is: 19. (3) Reactant: [C:1]1([OH:7])[CH:6]=[CH:5][CH:4]=[CH:3][CH:2]=1.C(N(CC)CC)C.[C:15](Cl)(=[O:18])[CH:16]=[CH2:17]. Product: [C:15]([O:7][C:1]1[CH:6]=[CH:5][CH:4]=[CH:3][CH:2]=1)(=[O:18])[CH:16]=[CH2:17]. The catalyst class is: 1. (4) Reactant: [CH3:1][O:2][C:3]1[CH:8]=[C:7]([CH3:9])[N:6]=[C:5]([N:10]([CH3:12])[CH3:11])[N:4]=1.Br[CH2:14][CH2:15][CH2:16][CH2:17][CH2:18][CH2:19][CH2:20][CH2:21][CH2:22][O:23][CH2:24][O:25][CH3:26].[Li]CCCC. Product: [CH3:1][O:2][C:3]1[CH:8]=[C:7]([CH2:9][CH2:14][CH2:15][CH2:16][CH2:17][CH2:18][CH2:19][CH2:20][CH2:21][CH2:22][O:23][CH2:24][O:25][CH3:26])[N:6]=[C:5]([N:10]([CH3:12])[CH3:11])[N:4]=1. The catalyst class is: 1. (5) The catalyst class is: 1. Reactant: [S:1]1[CH:5]=[CH:4][C:3]([CH:6]2[O:10][CH2:9][CH2:8][O:7]2)=[CH:2]1.C([Li])CCC.[Br:16]C(C(Br)(F)F)(F)F. Product: [Br:16][C:2]1[S:1][CH:5]=[CH:4][C:3]=1[CH:6]1[O:10][CH2:9][CH2:8][O:7]1. (6) Reactant: [C:1]([C:4]1[C:12]2[N:11]=[C:10]([CH:13]3[CH2:22][CH2:21][C:20]4[C:15](=[CH:16][CH:17]=[CH:18][CH:19]=4)[N:14]3C(OC(C)(C)C)=O)[NH:9][C:8]=2[CH:7]=[CH:6][CH:5]=1)(=[O:3])[NH2:2].Cl. Product: [NH:14]1[C:15]2[C:20](=[CH:19][CH:18]=[CH:17][CH:16]=2)[CH2:21][CH2:22][CH:13]1[C:10]1[NH:9][C:8]2[CH:7]=[CH:6][CH:5]=[C:4]([C:1]([NH2:2])=[O:3])[C:12]=2[N:11]=1. The catalyst class is: 5. (7) Reactant: [C:1]([O:7][CH2:8][N:9]1[C:18](=[O:19])[C:17]2[C:12](=[CH:13][C:14]([O:21][CH2:22][C:23]3[CH:28]=[CH:27][CH:26]=[CH:25][CH:24]=3)=[CH:15][C:16]=2[OH:20])[N:11]=[CH:10]1)(=[O:6])[C:2]([CH3:5])([CH3:4])[CH3:3].N(C1C2C(=CC=CC=2)N=CN=1)C1C=CC=CC=1.[Cl:46][CH2:47][CH2:48]O.C1(P(C2C=CC=CC=2)C2C=CC=CC=2)C=CC=CC=1.CC(OC(/N=N/C(OC(C)(C)C)=O)=O)(C)C. Product: [C:1]([O:7][CH2:8][N:9]1[C:18](=[O:19])[C:17]2[C:12](=[CH:13][C:14]([O:21][CH2:22][C:23]3[CH:28]=[CH:27][CH:26]=[CH:25][CH:24]=3)=[CH:15][C:16]=2[O:20][CH2:48][CH2:47][Cl:46])[N:11]=[CH:10]1)(=[O:6])[C:2]([CH3:5])([CH3:4])[CH3:3]. The catalyst class is: 7.